This data is from Reaction yield outcomes from USPTO patents with 853,638 reactions. The task is: Predict the reaction yield, written as a fraction of the theoretical maximum amount of product (1.0 means a 100% yield; for example, 0.34 means a 34% yield). (1) The reactants are [CH2:1]([Li])[CH2:2][CH2:3][CH3:4].CCCCCC.[CH:12]([NH:15]C(C)C)(C)C.CN1C(=O)N(C)CCC1.[CH:28]1([C:31]#[N:32])[CH2:30][CH2:29]1.BrC[CH2:35][CH2:36][CH2:37][CH2:38][CH2:39][CH2:40][CH2:41][CH2:42][CH2:43][CH2:44][CH2:45]Br. The catalyst is C1COCC1. The product is [CH2:1]([C:28]1([C:31]#[N:32])[CH2:30][CH2:29]1)[CH2:2][CH2:3][CH2:4][CH2:45][CH2:44][CH2:43][CH2:42][CH2:41][CH2:40][CH2:39][CH2:38][C:37]1([C:12]#[N:15])[CH2:36][CH2:35]1. The yield is 0.815. (2) The reactants are CCN=C=NCCCN(C)C.[NH2:12][CH2:13][C:14]1[CH:19]=[CH:18][C:17]([CH2:20][CH2:21][OH:22])=[CH:16][CH:15]=1.[Cl:23][C:24]1[CH:32]=[N:31][CH:30]=[C:29]([Cl:33])[C:25]=1[C:26](O)=[O:27].ON1C2C=CC=CC=2N=N1.CN1CCOCC1. The catalyst is CN(C=O)C. The product is [Cl:23][C:24]1[CH:32]=[N:31][CH:30]=[C:29]([Cl:33])[C:25]=1[C:26]([NH:12][CH2:13][C:14]1[CH:19]=[CH:18][C:17]([CH2:20][CH2:21][OH:22])=[CH:16][CH:15]=1)=[O:27]. The yield is 0.440. (3) The reactants are [CH2:1]([NH:8][C:9]([C:11]1[C:12](=[O:22])[N:13]([CH2:18][CH2:19][CH2:20][CH3:21])[CH:14]=[C:15](I)[CH:16]=1)=[O:10])[C:2]1[CH:7]=[CH:6][CH:5]=[CH:4][CH:3]=1.[C:23]1([C:29]#[CH:30])[CH:28]=[CH:27][CH:26]=[CH:25][CH:24]=1.C(N(CC)CC)C.[Cl-].[NH4+]. The catalyst is CN(C=O)C.Cl[Pd](Cl)([P](C1C=CC=CC=1)(C1C=CC=CC=1)C1C=CC=CC=1)[P](C1C=CC=CC=1)(C1C=CC=CC=1)C1C=CC=CC=1.[Cu]I.C(OCC)(=O)C. The product is [CH2:1]([NH:8][C:9]([C:11]1[C:12](=[O:22])[N:13]([CH2:18][CH2:19][CH2:20][CH3:21])[CH:14]=[C:15]([C:30]#[C:29][C:23]2[CH:28]=[CH:27][CH:26]=[CH:25][CH:24]=2)[CH:16]=1)=[O:10])[C:2]1[CH:7]=[CH:6][CH:5]=[CH:4][CH:3]=1. The yield is 0.890. (4) The yield is 0.830. The reactants are [CH:1]1[C:9]2[C:8]3[CH:10]=[CH:11][CH:12]=[CH:13][C:7]=3[S:6][C:5]=2[C:4](B(O)O)=[CH:3][CH:2]=1.Br[C:18]1[CH:23]=[CH:22][CH:21]=[CH:20][CH:19]=1.[O-]P([O-])([O-])=O.[K+].[K+].[K+].C1(C)C=CC=CC=1. The product is [C:18]1([C:4]2[C:5]3[S:6][C:7]4[CH:13]=[CH:12][CH:11]=[CH:10][C:8]=4[C:9]=3[CH:1]=[CH:2][CH:3]=2)[CH:23]=[CH:22][CH:21]=[CH:20][CH:19]=1. The catalyst is C1C=CC(/C=C/C(/C=C/C2C=CC=CC=2)=O)=CC=1.C1C=CC(/C=C/C(/C=C/C2C=CC=CC=2)=O)=CC=1.C1C=CC(/C=C/C(/C=C/C2C=CC=CC=2)=O)=CC=1.[Pd].[Pd].O. (5) The reactants are [N:1]1[C:10]2[C:5](=[CH:6][CH:7]=[CH:8][C:9]=2[NH:11][C:12]([C@@H:14]2[CH2:18][CH2:17][CH2:16][NH:15]2)=[O:13])[CH:4]=[CH:3][CH:2]=1.C=O.[C:21](O[BH-](OC(=O)C)OC(=O)C)(=O)C.[Na+].[OH-].[Na+]. The catalyst is ClCCCl. The product is [N:1]1[C:10]2[C:5](=[CH:6][CH:7]=[CH:8][C:9]=2[NH:11][C:12]([C@@H:14]2[CH2:18][CH2:17][CH2:16][N:15]2[CH3:21])=[O:13])[CH:4]=[CH:3][CH:2]=1. The yield is 0.760.